Dataset: Forward reaction prediction with 1.9M reactions from USPTO patents (1976-2016). Task: Predict the product of the given reaction. (1) Given the reactants [OH:1][C:2]1[CH:7]=[CH:6][C:5]([C:8]2[CH:13]=[CH:12][C:11]([C:14]([O:16]CC=C)=[O:15])=[CH:10][CH:9]=2)=[CH:4][CH:3]=1.Br[CH2:21][C:22]1[C:27]([C:28]([O:30][C:31]([CH3:34])([CH3:33])[CH3:32])=[O:29])=[C:26]([O:35]C(OC(C)(C)C)=O)[C:25]([C:43]([F:46])([F:45])[F:44])=[CH:24][CH:23]=1, predict the reaction product. The product is: [C:31]([O:30][C:28]([C:27]1[C:26]([OH:35])=[C:25]([C:43]([F:44])([F:45])[F:46])[CH:24]=[CH:23][C:22]=1[CH2:21][O:1][C:2]1[CH:3]=[CH:4][C:5]([C:8]2[CH:9]=[CH:10][C:11]([C:14]([OH:16])=[O:15])=[CH:12][CH:13]=2)=[CH:6][CH:7]=1)=[O:29])([CH3:34])([CH3:32])[CH3:33]. (2) Given the reactants [Cl:1][C:2]1[CH:3]=[CH:4][C:5]([O:12][CH3:13])=[C:6]([S:8](Cl)(=[O:10])=[O:9])[CH:7]=1.[CH3:14][O:15][C:16]([C:18]1[CH:19]=[CH:20][C:21]2[O:26][CH2:25][CH2:24][NH:23][C:22]=2[CH:27]=1)=[O:17], predict the reaction product. The product is: [CH3:14][O:15][C:16]([C:18]1[CH:19]=[CH:20][C:21]2[O:26][CH2:25][CH2:24][N:23]([S:8]([C:6]3[CH:7]=[C:2]([Cl:1])[CH:3]=[CH:4][C:5]=3[O:12][CH3:13])(=[O:10])=[O:9])[C:22]=2[CH:27]=1)=[O:17]. (3) Given the reactants [N:1]([CH:4]([C:7]1[N:8]=[C:9]2[CH:18]=[CH:17][CH:16]=[C:15]([CH3:19])[N:10]2[C:11](=[O:14])[C:12]=1[I:13])[CH2:5][CH3:6])=[N+]=[N-].CP(C)C.CCOC(C)=O, predict the reaction product. The product is: [NH2:1][CH:4]([C:7]1[N:8]=[C:9]2[CH:18]=[CH:17][CH:16]=[C:15]([CH3:19])[N:10]2[C:11](=[O:14])[C:12]=1[I:13])[CH2:5][CH3:6].